Dataset: Reaction yield outcomes from USPTO patents with 853,638 reactions. Task: Predict the reaction yield, written as a fraction of the theoretical maximum amount of product (1.0 means a 100% yield; for example, 0.34 means a 34% yield). (1) The reactants are [CH3:1][C:2]1[CH:6]=[C:5]([CH3:7])[NH:4][C:3]=1/[CH:8]=[C:9]1\[C:10](=[O:25])[N:11]([C:18](N2C=CN=C2)=[O:19])[C:12]2[C:17]\1=[CH:16][CH:15]=[CH:14][CH:13]=2.[OH:26][C:27]1[CH:35]=[CH:34][C:30]([C:31]([OH:33])=[O:32])=[CH:29][CH:28]=1. The catalyst is C(N(CC)CC)C.C1COCC1. The product is [C:31]([C:30]1[CH:34]=[CH:35][C:27]([O:26][C:18]([N:11]2[C:12]3[C:17](=[CH:16][CH:15]=[CH:14][CH:13]=3)/[C:9](=[CH:8]/[C:3]3[NH:4][C:5]([CH3:7])=[CH:6][C:2]=3[CH3:1])/[C:10]2=[O:25])=[O:19])=[CH:28][CH:29]=1)([OH:33])=[O:32]. The yield is 0.370. (2) The reactants are Cl[C:2]1[CH:11]=[C:10]2[C:5]([CH:6]=[C:7]([C:13]3[CH:18]=[CH:17][CH:16]=[CH:15][C:14]=3[Cl:19])[N+:8]([O-:12])=[CH:9]2)=[CH:4][N:3]=1.[CH:20]1([C:23]([NH2:25])=[O:24])[CH2:22][CH2:21]1.C(=O)([O-])[O-].[Cs+].[Cs+]. The catalyst is O1CCOCC1.ClCCl.CO. The product is [Cl:19][C:14]1[CH:15]=[CH:16][CH:17]=[CH:18][C:13]=1[C:7]1[N+:8]([O-:12])=[CH:9][C:10]2[C:5]([CH:6]=1)=[CH:4][N:3]=[C:2]([NH:25][C:23]([CH:20]1[CH2:22][CH2:21]1)=[O:24])[CH:11]=2. The yield is 0.840. (3) The reactants are [NH2:1][C:2]1[CH:3]=[C:4]([CH:8]([NH:12][C:13]2[CH:18]=[N:17][CH:16]=[C:15](Cl)[N:14]=2)[CH2:9][CH2:10][CH3:11])[CH:5]=[CH:6][CH:7]=1.C(N(CC)CC)C.[C:27](Cl)(=[O:29])[CH3:28].[Cl:31]CCl. No catalyst specified. The product is [Cl:31][C:16]1[N:17]=[CH:18][C:13]([NH:12][CH:8]([C:4]2[CH:3]=[C:2]([NH:1][C:27](=[O:29])[CH3:28])[CH:7]=[CH:6][CH:5]=2)[CH2:9][CH2:10][CH3:11])=[N:14][CH:15]=1. The yield is 0.820.